From a dataset of Peptide-MHC class II binding affinity with 134,281 pairs from IEDB. Regression. Given a peptide amino acid sequence and an MHC pseudo amino acid sequence, predict their binding affinity value. This is MHC class II binding data. The peptide sequence is NFKVAATAANAAPAN. The MHC is DRB1_1001 with pseudo-sequence DRB1_1001. The binding affinity (normalized) is 0.622.